This data is from Catalyst prediction with 721,799 reactions and 888 catalyst types from USPTO. The task is: Predict which catalyst facilitates the given reaction. (1) Reactant: [C:1]([O:5][C:6]([N:8]1[CH2:13][CH2:12][CH:11]([C:14](=[NH:17])[NH:15]O)[CH2:10][CH2:9]1)=[O:7])([CH3:4])([CH3:3])[CH3:2].C(O)(=O)C.[H][H]. Product: [C:1]([O:5][C:6]([N:8]1[CH2:13][CH2:12][CH:11]([C:14](=[NH:15])[NH2:17])[CH2:10][CH2:9]1)=[O:7])([CH3:4])([CH3:2])[CH3:3]. The catalyst class is: 5. (2) The catalyst class is: 1. Product: [F:37][C:33]1[CH:32]=[C:31]2[C:30](=[CH:35][CH:34]=1)[CH:29]=[N:28][C:27]([NH:26][C:25](=[O:38])[O:24][CH2:23][C@@H:9]([N:8]([CH3:39])[C:6]([NH:54][CH2:53][C:52]1[CH:67]=[CH:68][CH:69]=[C:70]([F:71])[C:51]=1[Cl:50])=[O:7])[CH2:10][C:11]1[N:12]=[CH:13][NH:14][CH:15]=1)=[CH:36]2. Reactant: C(O[C:6]([N:8]([CH3:39])[C@H:9]([CH2:23][O:24][C:25](=[O:38])[NH:26][C:27]1[N:28]=[CH:29][C:30]2[C:35]([CH:36]=1)=[CH:34][C:33]([F:37])=[CH:32][CH:31]=2)[CH2:10][C:11]1[N:12]=[CH:13][N:14](C(OC(C)(C)C)=O)[CH:15]=1)=[O:7])(C)(C)C.Cl.CCN(C(C)C)C(C)C.[Cl:50][C:51]1[C:70]([F:71])=[CH:69][CH:68]=[CH:67][C:52]=1[CH2:53][NH:54]C(=O)OC1C=CC([N+]([O-])=O)=CC=1. (3) Reactant: [Br:1][C:2]1[C:3]([F:23])=[CH:4][C:5]2[N:9]=[C:8]([C@@H:10]3[CH2:14][CH2:13][CH2:12][N:11]3[C:15]([O:17][C:18]([CH3:21])([CH3:20])[CH3:19])=[O:16])[NH:7][C:6]=2[CH:22]=1.[H-].[Na+].[CH3:26][Si:27]([CH3:34])([CH3:33])[CH2:28][CH2:29][O:30][CH2:31]Cl.O. Product: [Br:1][C:2]1[C:3]([F:23])=[CH:4][C:5]2[N:9]([CH2:31][O:30][CH2:29][CH2:28][Si:27]([CH3:34])([CH3:33])[CH3:26])[C:8]([C@@H:10]3[CH2:14][CH2:13][CH2:12][N:11]3[C:15]([O:17][C:18]([CH3:19])([CH3:20])[CH3:21])=[O:16])=[N:7][C:6]=2[CH:22]=1. The catalyst class is: 49. (4) Reactant: [Br:1][C:2]1[CH:3]=[C:4]2[C:10](I)=[CH:9][N:8]([S:12]([C:15]3[CH:21]=[CH:20][C:18]([CH3:19])=[CH:17][CH:16]=3)(=[O:14])=[O:13])[C:5]2=[N:6][CH:7]=1.[O:22]1[CH2:27][CH2:26][CH2:25][CH2:24][CH:23]1[N:28]1[CH:32]=[CH:31][C:30](B(O)O)=[N:29]1.C(=O)([O-])[O-].[Na+].[Na+]. Product: [Br:1][C:2]1[CH:3]=[C:4]2[C:10]([C:30]3[CH:31]=[CH:32][N:28]([CH:23]4[CH2:24][CH2:25][CH2:26][CH2:27][O:22]4)[N:29]=3)=[CH:9][N:8]([S:12]([C:15]3[CH:21]=[CH:20][C:18]([CH3:19])=[CH:17][CH:16]=3)(=[O:14])=[O:13])[C:5]2=[N:6][CH:7]=1. The catalyst class is: 600. (5) Product: [Cl:20][C:12]1[C:11]2[C:16](=[CH:17][C:8]([C:6]3[CH:7]=[C:2]([F:1])[CH:3]=[CH:4][C:5]=3[CH3:19])=[CH:9][CH:10]=2)[CH:15]=[N:14][C:13]=1[NH2:18]. Reactant: [F:1][C:2]1[CH:3]=[CH:4][C:5]([CH3:19])=[C:6]([C:8]2[CH:17]=[C:16]3[C:11]([CH:12]=[C:13]([NH2:18])[N:14]=[CH:15]3)=[CH:10][CH:9]=2)[CH:7]=1.[Cl:20]N1C(=O)CCC1=O. The catalyst class is: 4.